Predict the product of the given reaction. From a dataset of Forward reaction prediction with 1.9M reactions from USPTO patents (1976-2016). (1) Given the reactants [C:1]([O:5][C:6]([NH:8][CH:9]([C:13]([CH3:16])([CH3:15])[CH3:14])[C:10]([OH:12])=O)=[O:7])([CH3:4])([CH3:3])[CH3:2].CCN=C=NCCCN(C)C.Cl.[CH3:29][NH:30][O:31][CH3:32].CCN(C(C)C)C(C)C, predict the reaction product. The product is: [CH3:32][O:31][N:30]([CH3:29])[C:10](=[O:12])[CH:9]([NH:8][C:6](=[O:7])[O:5][C:1]([CH3:2])([CH3:3])[CH3:4])[C:13]([CH3:16])([CH3:15])[CH3:14]. (2) Given the reactants [CH3:1][N:2]1[C:10]2[CH2:9][CH2:8][CH2:7][C:6](=[O:11])[C:5]=2[CH:4]=[N:3]1.C1C=CC(N([S:19]([C:22]([F:25])([F:24])[F:23])(=[O:21])=[O:20])[S:19]([C:22]([F:25])([F:24])[F:23])(=[O:21])=[O:20])=CC=1.C[Si]([N-][Si](C)(C)C)(C)C.[K+], predict the reaction product. The product is: [F:23][C:22]([F:25])([F:24])[S:19]([O:11][C:6]1[C:5]2[CH:4]=[N:3][N:2]([CH3:1])[C:10]=2[CH2:9][CH2:8][CH:7]=1)(=[O:21])=[O:20]. (3) Given the reactants [N+:1]([CH3:4])([O-:3])=[O:2].[CH2:5]([O:7][C:8](=[O:24])[CH:9]=[C:10]1[CH2:15][CH2:14][C:13]([CH:19]2[CH2:23][CH2:22][CH2:21][CH2:20]2)([N:16]([CH3:18])[CH3:17])[CH2:12][CH2:11]1)[CH3:6].O.O.O.[F-].C([N+](CCCC)(CCCC)CCCC)CCC, predict the reaction product. The product is: [CH2:5]([O:7][C:8](=[O:24])[CH2:9][C:10]1([CH2:4][N+:1]([O-:3])=[O:2])[CH2:11][CH2:12][C:13]([CH:19]2[CH2:20][CH2:21][CH2:22][CH2:23]2)([N:16]([CH3:18])[CH3:17])[CH2:14][CH2:15]1)[CH3:6]. (4) Given the reactants [I:1][C:2]1[CH:3]=[N:4][N:5]([CH3:12])[C:6]=1[C:7]1[N:8]=[N:9][NH:10][N:11]=1.[CH3:13][CH2:14][O:15][C:16]([O:18][CH:19](Cl)[CH3:20])=[O:17].C(N(C(C)C)CC)(C)C, predict the reaction product. The product is: [C:16](=[O:17])([O:18][CH:19]([N:9]1[NH:10][N:11]=[C:7]([C:6]2[N:5]([CH3:12])[N:4]=[CH:3][C:2]=2[I:1])[NH:8]1)[CH3:20])[O:15][CH2:14][CH3:13]. (5) Given the reactants [F:1][C:2]1[CH:7]=[CH:6][C:5]([C:8]2[C:9]3[CH2:20][N:19](C(=O)C)[CH2:18][CH2:17][C:10]=3[N:11]=[C:12]([CH:14]([CH3:16])[CH3:15])[N:13]=2)=[CH:4][CH:3]=1.FC1C=CC(C(C2CN(C(=O)C)CCC=2N2CCCCC2)=O)=CC=1.CCN(CC)CC.Cl.CC(C)C(=N)N, predict the reaction product. The product is: [F:1][C:2]1[CH:7]=[CH:6][C:5]([C:8]2[C:9]3[CH2:20][NH:19][CH2:18][CH2:17][C:10]=3[N:11]=[C:12]([CH:14]([CH3:16])[CH3:15])[N:13]=2)=[CH:4][CH:3]=1. (6) Given the reactants [NH2:1][CH2:2][CH2:3][CH2:4][N:5]([CH:14]([C:18]1[N:19]([CH2:28][C:29]2[CH:34]=[CH:33][CH:32]=[CH:31][CH:30]=2)[C:20]2[C:25]([CH:26]=1)=[CH:24][C:23]([Cl:27])=[CH:22][CH:21]=2)[CH:15]([CH3:17])[CH3:16])[C:6](=[O:13])[C:7]1[CH:12]=[CH:11][CH:10]=[CH:9][CH:8]=1.CCN([CH2:40][CH3:41])CC.[C:42]1(C)[CH:47]=C[C:45]([C:48](Cl)=[O:49])=[CH:44][CH:43]=1.[OH2:52], predict the reaction product. The product is: [CH2:28]([N:19]1[C:20]2[C:25](=[CH:24][C:23]([Cl:27])=[CH:22][CH:21]=2)[CH:26]=[C:18]1[CH:14]([N:5]([CH2:4][CH2:3][CH2:2][N:1]1[C:40](=[O:52])[C:41]2[C:45](=[CH:44][CH:43]=[CH:42][CH:47]=2)[C:48]1=[O:49])[C:6](=[O:13])[C:7]1[CH:12]=[CH:11][CH:10]=[CH:9][CH:8]=1)[CH:15]([CH3:17])[CH3:16])[C:29]1[CH:30]=[CH:31][CH:32]=[CH:33][CH:34]=1. (7) Given the reactants [NH:1]1[CH2:6][CH2:5][CH2:4][CH2:3][CH2:2]1.C1([O:13][C:14](=O)[O:15][C:16]2([C:40]3[CH:45]=[CH:44][CH:43]=[CH:42][C:41]=3[O:46][CH3:47])[C:24]3[C:19](=[CH:20][CH:21]=[C:22]([Cl:25])[CH:23]=3)[N:18]([S:26]([C:29]3[CH:30]=[CH:31][CH:32]=[C:33]4[C:38]=3[N:37]=[CH:36][CH:35]=[CH:34]4)(=[O:28])=[O:27])[C:17]2=[O:39])C=CC=CC=1.[OH-].[Na+], predict the reaction product. The product is: [Cl:25][C:22]1[CH:23]=[C:24]2[C:19](=[CH:20][CH:21]=1)[N:18]([S:26]([C:29]1[CH:30]=[CH:31][CH:32]=[C:33]3[C:38]=1[N:37]=[CH:36][CH:35]=[CH:34]3)(=[O:28])=[O:27])[C:17](=[O:39])[C:16]2([O:15][C:14]([N:1]1[CH2:6][CH2:5][CH2:4][CH2:3][CH2:2]1)=[O:13])[C:40]1[CH:45]=[CH:44][CH:43]=[CH:42][C:41]=1[O:46][CH3:47].